This data is from Reaction yield outcomes from USPTO patents with 853,638 reactions. The task is: Predict the reaction yield, written as a fraction of the theoretical maximum amount of product (1.0 means a 100% yield; for example, 0.34 means a 34% yield). (1) The reactants are [CH2:1]([O:3][C:4]([N:6]1[CH2:14][CH:13]2[CH:9]([CH2:10][C:11]3[S:17][C:16](Br)=[CH:15][C:12]=32)[CH2:8][CH2:7]1)=[O:5])[CH3:2].[CH3:19][Zn]C.C1(C)C=CC=CC=1. The catalyst is O1CCOCC1.C1C=CC(P(C2C=CC=CC=2)[C-]2C=CC=C2)=CC=1.C1C=CC(P(C2C=CC=CC=2)[C-]2C=CC=C2)=CC=1.Cl[Pd]Cl.[Fe+2]. The product is [CH2:1]([O:3][C:4]([N:6]1[CH2:14][CH:13]2[CH:9]([CH2:10][C:11]3[S:17][C:16]([CH3:19])=[CH:15][C:12]=32)[CH2:8][CH2:7]1)=[O:5])[CH3:2]. The yield is 0.590. (2) The reactants are [Br:1][C:2]1[CH:8]=[CH:7][CH:6]=[C:5]([Br:9])[C:3]=1[NH2:4].C1C=C(Cl)C=C(C(OO)=[O:18])C=1. The catalyst is C(Cl)(Cl)Cl. The product is [Br:1][C:2]1[CH:8]=[CH:7][CH:6]=[C:5]([Br:9])[C:3]=1[N:4]=[O:18]. The yield is 1.00. (3) The reactants are CO[C:3](=[O:26])[C:4]1[CH:9]=[CH:8][C:7]([O:10][CH2:11][C:12]2[C:13]([C:18]3[CH:23]=[CH:22][C:21]([F:24])=[C:20]([F:25])[CH:19]=3)=[N:14][O:15][C:16]=2[CH3:17])=[N:6][CH:5]=1.[NH2:27][CH2:28][C:29]([CH3:33])([CH3:32])[CH2:30][OH:31]. No catalyst specified. The product is [F:25][C:20]1[CH:19]=[C:18]([C:13]2[C:12]([CH2:11][O:10][C:7]3[CH:8]=[CH:9][C:4]([C:3]([NH:27][CH2:28][C:29]([CH3:33])([CH3:32])[CH2:30][OH:31])=[O:26])=[CH:5][N:6]=3)=[C:16]([CH3:17])[O:15][N:14]=2)[CH:23]=[CH:22][C:21]=1[F:24]. The yield is 0.480. (4) The reactants are [Cl:1][C:2]1[CH:10]=[C:9]([F:11])[C:8]([N+:12]([O-:14])=[O:13])=[CH:7][C:3]=1[C:4](O)=[O:5].S(Cl)([Cl:17])=O. The catalyst is N1C=CC=CC=1. The product is [Cl:1][C:2]1[CH:10]=[C:9]([F:11])[C:8]([N+:12]([O-:14])=[O:13])=[CH:7][C:3]=1[C:4]([Cl:17])=[O:5]. The yield is 0.980. (5) The reactants are [F:1][C:2]1[CH:3]=[C:4]2[C:8](=[CH:9][CH:10]=1)[NH:7][C:6](=[O:11])[CH2:5]2.C[Si]([N-][Si](C)(C)C)(C)C.[Li+].OC1CCNC([CH2:29][C:30]2[N:35]=[C:34]3[CH2:36][O:37][C:38](=O)[C:33]3=[CH:32][CH:31]=2)C1.Cl.[C:41]([O-:44])(O)=O.[Na+]. The catalyst is C1COCC1. The product is [F:1][C:2]1[CH:3]=[C:4]2[C:8](=[CH:9][CH:10]=1)[NH:7][C:6](=[O:11])[C:5]2=[C:38]1[C:33]2[C:34](=[N:35][C:30]([CH2:29][N:7]3[CH2:6][CH2:5][CH2:4][CH:41]([OH:44])[CH2:8]3)=[CH:31][CH:32]=2)[CH2:36][O:37]1. The yield is 0.100. (6) The reactants are C1C=CC=CC=1.[Cl:7]/[CH:8]=[CH:9]/Cl.[C:11]([O:14][C:15]1[CH:22]=[CH:21][C:18](C=C)=[CH:17][CH:16]=1)(=[O:13])[CH3:12]. The yield is 0.750. The product is [C:11]([O:14][C:15]1[CH:22]=[CH:21][C:18](/[CH:9]=[CH:8]/[Cl:7])=[CH:17][CH:16]=1)(=[O:13])[CH3:12]. No catalyst specified. (7) The reactants are [CH3:1][C:2]([C:6]1[CH:11]=[CH:10][C:9]([N+:12]([O-:14])=[O:13])=[CH:8][CH:7]=1)([CH3:5])[C:3]#[N:4].Cl.[OH-].[Na+]. The catalyst is C1COCC1. The product is [CH3:5][C:2]([C:6]1[CH:11]=[CH:10][C:9]([N+:12]([O-:14])=[O:13])=[CH:8][CH:7]=1)([CH3:1])[CH2:3][NH2:4]. The yield is 0.900.